Dataset: Forward reaction prediction with 1.9M reactions from USPTO patents (1976-2016). Task: Predict the product of the given reaction. (1) Given the reactants [OH:1][C:2]1[CH:3]=[CH:4][C:5]([CH3:23])=[C:6]([N:8]2[CH2:17][C:16]3[C:11](=[CH:12][C:13]([C:18]([O:20][CH3:21])=[O:19])=[CH:14][CH:15]=3)[NH:10][C:9]2=[O:22])[CH:7]=1.[F:24][C:25]1[C:26]([CH2:31]O)=[N:27][CH:28]=[CH:29][CH:30]=1.C(P(C(C)(C)C)C(C)(C)C)(C)(C)C.N(C(N1CCCCC1)=O)=NC(N1CCCCC1)=O, predict the reaction product. The product is: [F:24][C:25]1[C:26]([CH2:31][O:1][C:2]2[CH:3]=[CH:4][C:5]([CH3:23])=[C:6]([N:8]3[CH2:17][C:16]4[C:11](=[CH:12][C:13]([C:18]([O:20][CH3:21])=[O:19])=[CH:14][CH:15]=4)[NH:10][C:9]3=[O:22])[CH:7]=2)=[N:27][CH:28]=[CH:29][CH:30]=1. (2) Given the reactants Cl.[C:2]([O:6][C:7](=[O:11])[C@@H:8]([CH3:10])[NH2:9])([CH3:5])([CH3:4])[CH3:3].C(N(CC)CC)C.[Cl:19][C:20]1[CH:25]=[CH:24][C:23]([S:26](Cl)(=[O:28])=[O:27])=[CH:22][CH:21]=1, predict the reaction product. The product is: [Cl:19][C:20]1[CH:25]=[CH:24][C:23]([S:26]([NH:9][C@H:8]([CH3:10])[C:7]([O:6][C:2]([CH3:5])([CH3:4])[CH3:3])=[O:11])(=[O:28])=[O:27])=[CH:22][CH:21]=1. (3) The product is: [O:11]=[C:12]([CH2:13][C:14]1[CH:19]=[CH:18][CH:17]=[CH:16][CH:15]=1)[CH2:2][C:1]#[N:3]. Given the reactants [C:1](#[N:3])[CH3:2].C([Li])CCC.C([O:11][C:12](=O)[CH2:13][C:14]1[CH:19]=[CH:18][CH:17]=[CH:16][CH:15]=1)C.[OH-].[Na+], predict the reaction product.